Predict which catalyst facilitates the given reaction. From a dataset of Catalyst prediction with 721,799 reactions and 888 catalyst types from USPTO. (1) Reactant: C([O:3][C:4]([C:6]1[CH:10]=[C:9]([NH:11][C:12](=[O:17])[C:13]([CH3:16])([CH3:15])[CH3:14])[N:8]([C:18]2[CH:23]=[CH:22][CH:21]=[CH:20][CH:19]=2)[N:7]=1)=[O:5])C.[OH-].[Na+]. Product: [CH3:14][C:13]([CH3:16])([CH3:15])[C:12]([NH:11][C:9]1[N:8]([C:18]2[CH:19]=[CH:20][CH:21]=[CH:22][CH:23]=2)[N:7]=[C:6]([C:4]([OH:5])=[O:3])[CH:10]=1)=[O:17]. The catalyst class is: 8. (2) Reactant: Cl.[CH2:2]([O:9][C:10](=[O:16])[C@@H:11]([NH2:15])[CH:12]([CH3:14])[CH3:13])[C:3]1[CH:8]=[CH:7][CH:6]=[CH:5][CH:4]=1.[F:17][C:18]([F:31])([F:30])[O:19][C:20]1[CH:21]=[C:22]([CH2:26][C:27](O)=[O:28])[CH:23]=[CH:24][CH:25]=1.O.ON1C2C=CC=CC=2N=N1.CN1CCOCC1.Cl.CN(C)CCCN=C=NCC.C(=O)([O-])O.[Na+]. Product: [CH2:2]([O:9][C:10](=[O:16])[C@@H:11]([NH:15][C:27](=[O:28])[CH2:26][C:22]1[CH:23]=[CH:24][CH:25]=[C:20]([O:19][C:18]([F:30])([F:17])[F:31])[CH:21]=1)[CH:12]([CH3:14])[CH3:13])[C:3]1[CH:8]=[CH:7][CH:6]=[CH:5][CH:4]=1. The catalyst class is: 3.